This data is from Catalyst prediction with 721,799 reactions and 888 catalyst types from USPTO. The task is: Predict which catalyst facilitates the given reaction. Reactant: [NH2:1][CH2:2][CH2:3][N:4]1[C:13]2[C:8]([C:9](=[O:15])[NH:10][C:11](=[O:14])[N:12]=2)=[N:7][C:6]2[CH:16]=[C:17]([CH3:21])[C:18]([CH3:20])=[CH:19][C:5]1=2.[CH3:22][O:23][C:24]1[CH:25]=[C:26]([CH:29]=[CH:30][N:31]=1)[CH:27]=O.C(O)(=O)C.C([BH3-])#N.[Na+]. Product: [CH3:22][O:23][C:24]1[CH:25]=[C:26]([CH2:27][NH:1][CH2:2][CH2:3][N:4]2[C:13]3[C:8]([C:9](=[O:15])[NH:10][C:11](=[O:14])[N:12]=3)=[N:7][C:6]3[CH:16]=[C:17]([CH3:21])[C:18]([CH3:20])=[CH:19][C:5]2=3)[CH:29]=[CH:30][N:31]=1. The catalyst class is: 5.